Dataset: Peptide-MHC class II binding affinity with 134,281 pairs from IEDB. Task: Regression. Given a peptide amino acid sequence and an MHC pseudo amino acid sequence, predict their binding affinity value. This is MHC class II binding data. The peptide sequence is EEYVEIRQVGDFH. The MHC is DRB1_0901 with pseudo-sequence DRB1_0901. The binding affinity (normalized) is 0.